This data is from Full USPTO retrosynthesis dataset with 1.9M reactions from patents (1976-2016). The task is: Predict the reactants needed to synthesize the given product. (1) Given the product [O:20]1[CH2:21][CH2:22][N:17]([CH2:2][C:3]([O:5][C:6]([CH3:9])([CH3:8])[CH3:7])=[O:4])[CH2:18][CH2:19]1, predict the reactants needed to synthesize it. The reactants are: Br[CH2:2][C:3]([O:5][C:6]([CH3:9])([CH3:8])[CH3:7])=[O:4].C(N(CC)CC)C.[NH:17]1[CH2:22][CH2:21][O:20][CH2:19][CH2:18]1. (2) Given the product [N:13]1[CH:18]=[CH:17][CH:16]=[CH:15][C:14]=1[S:19]([NH:22][CH2:23][C:24]1[N:29]=[C:28]([NH:30][CH2:31][C:32]([O:12][CH2:6][CH2:7][CH2:8][CH2:9][CH2:10][CH3:11])=[O:33])[CH:27]=[CH:26][CH:25]=1)(=[O:21])=[O:20], predict the reactants needed to synthesize it. The reactants are: S(=O)(=O)(O)O.[CH2:6]([OH:12])[CH2:7][CH2:8][CH2:9][CH2:10][CH3:11].[N:13]1[CH:18]=[CH:17][CH:16]=[CH:15][C:14]=1[S:19]([NH:22][CH2:23][C:24]1[N:29]=[C:28]([NH:30][CH2:31][C:32](OC(OC(C)(C)C)=O)=[O:33])[CH:27]=[CH:26][CH:25]=1)(=[O:21])=[O:20].C(=O)(O)[O-].[Na+]. (3) The reactants are: [C:1]([C:5]1[N:10]=[C:9]2[NH:11][N:12]=[CH:13][C:8]2=[C:7]([N:14]2[CH2:18][CH2:17][C:16]([F:20])([F:19])[CH2:15]2)[N:6]=1)([CH3:4])([CH3:3])[CH3:2].Cl[CH2:22][C:23]1[N:27]([CH3:28])[N:26]=[N:25][N:24]=1. Given the product [C:1]([C:5]1[N:10]=[C:9]2[N:11]([CH2:22][C:23]3[N:27]([CH3:28])[N:26]=[N:25][N:24]=3)[N:12]=[CH:13][C:8]2=[C:7]([N:14]2[CH2:18][CH2:17][C:16]([F:19])([F:20])[CH2:15]2)[N:6]=1)([CH3:4])([CH3:2])[CH3:3], predict the reactants needed to synthesize it.